This data is from NCI-60 drug combinations with 297,098 pairs across 59 cell lines. The task is: Regression. Given two drug SMILES strings and cell line genomic features, predict the synergy score measuring deviation from expected non-interaction effect. (1) Drug 1: CC(C1=C(C=CC(=C1Cl)F)Cl)OC2=C(N=CC(=C2)C3=CN(N=C3)C4CCNCC4)N. Drug 2: CC(C)NC(=O)C1=CC=C(C=C1)CNNC.Cl. Cell line: UO-31. Synergy scores: CSS=2.08, Synergy_ZIP=-1.41, Synergy_Bliss=-2.50, Synergy_Loewe=-7.13, Synergy_HSA=-1.86. (2) Drug 1: C1C(C(OC1N2C=NC3=C2NC=NCC3O)CO)O. Drug 2: CCC1(C2=C(COC1=O)C(=O)N3CC4=CC5=C(C=CC(=C5CN(C)C)O)N=C4C3=C2)O.Cl. Cell line: SN12C. Synergy scores: CSS=50.9, Synergy_ZIP=0.0110, Synergy_Bliss=0.914, Synergy_Loewe=-22.3, Synergy_HSA=2.42. (3) Drug 1: C1CCC(C1)C(CC#N)N2C=C(C=N2)C3=C4C=CNC4=NC=N3. Drug 2: CC1CCC2CC(C(=CC=CC=CC(CC(C(=O)C(C(C(=CC(C(=O)CC(OC(=O)C3CCCCN3C(=O)C(=O)C1(O2)O)C(C)CC4CCC(C(C4)OC)O)C)C)O)OC)C)C)C)OC. Cell line: A549. Synergy scores: CSS=51.8, Synergy_ZIP=6.74, Synergy_Bliss=6.63, Synergy_Loewe=-2.37, Synergy_HSA=10.4. (4) Drug 1: COC1=CC(=CC(=C1O)OC)C2C3C(COC3=O)C(C4=CC5=C(C=C24)OCO5)OC6C(C(C7C(O6)COC(O7)C8=CC=CS8)O)O. Drug 2: CC(C)NC(=O)C1=CC=C(C=C1)CNNC.Cl. Cell line: TK-10. Synergy scores: CSS=18.8, Synergy_ZIP=-8.20, Synergy_Bliss=1.61, Synergy_Loewe=-19.9, Synergy_HSA=-0.253. (5) Drug 2: B(C(CC(C)C)NC(=O)C(CC1=CC=CC=C1)NC(=O)C2=NC=CN=C2)(O)O. Cell line: PC-3. Synergy scores: CSS=10.7, Synergy_ZIP=-11.4, Synergy_Bliss=-15.9, Synergy_Loewe=-63.9, Synergy_HSA=-16.2. Drug 1: CNC(=O)C1=NC=CC(=C1)OC2=CC=C(C=C2)NC(=O)NC3=CC(=C(C=C3)Cl)C(F)(F)F.